This data is from Full USPTO retrosynthesis dataset with 1.9M reactions from patents (1976-2016). The task is: Predict the reactants needed to synthesize the given product. (1) Given the product [C:27]([C:2]1[O:3][CH:4]=[CH:5][C:6]=1[B:13]([OH:18])[OH:14])(=[O:29])[CH3:28], predict the reactants needed to synthesize it. The reactants are: Br[C:2]1[O:3][CH:4]=[CH:5][C:6]=1Br.C([Li])CCC.[B:13](OC(C)C)([O:18]C(C)C)[O:14]C(C)C.Cl.[CH2:27]([O:29]CC)[CH3:28]. (2) Given the product [N:27]1[C:28]2[C:23](=[CH:22][CH:21]=[C:20]([C:5]3[CH:6]=[C:7]([NH:9][C:10]4[CH:11]=[CH:12][C:13]([C:16]([F:18])([F:17])[F:19])=[CH:14][CH:15]=4)[N:8]=[C:3]([OH:2])[N:4]=3)[CH:29]=2)[CH:24]=[CH:25][CH:26]=1, predict the reactants needed to synthesize it. The reactants are: C[O:2][C:3]1[N:8]=[C:7]([NH:9][C:10]2[CH:15]=[CH:14][C:13]([C:16]([F:19])([F:18])[F:17])=[CH:12][CH:11]=2)[CH:6]=[C:5]([C:20]2[CH:29]=[C:28]3[C:23]([CH:24]=[CH:25][CH:26]=[N:27]3)=[CH:22][CH:21]=2)[N:4]=1.C([O-])(O)=O.[Na+].